Predict the reaction yield, written as a fraction of the theoretical maximum amount of product (1.0 means a 100% yield; for example, 0.34 means a 34% yield). From a dataset of Reaction yield outcomes from USPTO patents with 853,638 reactions. (1) The reactants are [Cl-].O[NH3+:3].[C:4](=[O:7])([O-])[OH:5].[Na+].CS(C)=O.[CH2:13]([C:17]1[N:18]=[C:19]([CH3:50])[N:20]([CH2:39][C:40]2[C:44]3[CH:45]=[C:46]([Cl:49])[CH:47]=[CH:48][C:43]=3[S:42][CH:41]=2)[C:21](=[O:38])[C:22]=1[CH2:23][C:24]1[CH:29]=[CH:28][C:27]([C:30]2[C:31]([C:36]#[N:37])=[CH:32][CH:33]=[CH:34][CH:35]=2)=[CH:26][CH:25]=1)[CH2:14][CH2:15][CH3:16]. The catalyst is C(OCC)(=O)C. The product is [CH2:13]([C:17]1[N:18]=[C:19]([CH3:50])[N:20]([CH2:39][C:40]2[C:44]3[CH:45]=[C:46]([Cl:49])[CH:47]=[CH:48][C:43]=3[S:42][CH:41]=2)[C:21](=[O:38])[C:22]=1[CH2:23][C:24]1[CH:25]=[CH:26][C:27]([C:30]2[CH:35]=[CH:34][CH:33]=[CH:32][C:31]=2[C:36]2[NH:3][C:4](=[O:7])[O:5][N:37]=2)=[CH:28][CH:29]=1)[CH2:14][CH2:15][CH3:16]. The yield is 0.620. (2) The reactants are [C:1]([C:4]1[CH:9]=[C:8]([O:10][CH:11]2[CH2:16][CH2:15][N:14]([C:17]([O:19][C:20]([CH3:23])([CH3:22])[CH3:21])=[O:18])[CH2:13][CH2:12]2)[CH:7]=[CH:6][N:5]=1)(=[O:3])[CH3:2].[H-].C([Al+]CC(C)C)C(C)C. The catalyst is C(Cl)Cl. The product is [OH:3][CH:1]([C:4]1[CH:9]=[C:8]([O:10][CH:11]2[CH2:16][CH2:15][N:14]([C:17]([O:19][C:20]([CH3:21])([CH3:23])[CH3:22])=[O:18])[CH2:13][CH2:12]2)[CH:7]=[CH:6][N:5]=1)[CH3:2]. The yield is 0.590. (3) The reactants are [Cl:1][C:2]1[CH:7]=[CH:6][C:5]([C:8]2[CH:13]=[C:12]([C:14]([F:17])([F:16])[F:15])[N:11]3[N:18]=[CH:19][C:20]([C:21]#[C:22][Si](C)(C)C)=[C:10]3[N:9]=2)=[CH:4][CH:3]=1.C([O-])([O-])=O.[K+].[K+]. The catalyst is C1COCC1.CO.CC(OC)(C)C. The product is [Cl:1][C:2]1[CH:7]=[CH:6][C:5]([C:8]2[CH:13]=[C:12]([C:14]([F:16])([F:15])[F:17])[N:11]3[N:18]=[CH:19][C:20]([C:21]#[CH:22])=[C:10]3[N:9]=2)=[CH:4][CH:3]=1. The yield is 0.450. (4) The reactants are [CH2:1]([O:8][C:9]1[CH:14]=[CH:13][C:12]([CH:15]([OH:22])[C:16]#[C:17][C:18]([CH3:21])([OH:20])[CH3:19])=[CH:11][CH:10]=1)[C:2]1[CH:7]=[CH:6][CH:5]=[CH:4][CH:3]=1.C1C=C[NH+]=CC=1.[O-][Cr](Cl)(=O)=O. The catalyst is C(Cl)Cl. The product is [CH2:1]([O:8][C:9]1[CH:10]=[CH:11][C:12]([C:15](=[O:22])[C:16]#[C:17][C:18]([OH:20])([CH3:19])[CH3:21])=[CH:13][CH:14]=1)[C:2]1[CH:3]=[CH:4][CH:5]=[CH:6][CH:7]=1. The yield is 0.510.